From a dataset of Full USPTO retrosynthesis dataset with 1.9M reactions from patents (1976-2016). Predict the reactants needed to synthesize the given product. (1) Given the product [OH:12][C:11]1[C:2]([OH:1])=[N:3][C:4]2[C:9](=[CH:8][C:7]([C:13]([F:16])([F:14])[F:15])=[C:6]([N+:17]([O-:19])=[O:18])[CH:5]=2)[N:10]=1, predict the reactants needed to synthesize it. The reactants are: [OH:1][C:2]1[C:11]([OH:12])=[N:10][C:9]2[C:4](=[CH:5][CH:6]=[C:7]([C:13]([F:16])([F:15])[F:14])[CH:8]=2)[N:3]=1.[N+:17]([O-])([O-:19])=[O:18].[K+].Cl. (2) Given the product [Cl:9][C:10]1[CH:15]=[C:14]([Cl:16])[CH:13]=[CH:12][C:11]=1[C:2]1[N:3]=[CH:4][C:5]([NH2:8])=[N:6][CH:7]=1, predict the reactants needed to synthesize it. The reactants are: Br[C:2]1[N:3]=[CH:4][C:5]([NH2:8])=[N:6][CH:7]=1.[Cl:9][C:10]1[CH:15]=[C:14]([Cl:16])[CH:13]=[CH:12][C:11]=1OB(O)O.